From a dataset of Peptide-MHC class I binding affinity with 185,985 pairs from IEDB/IMGT. Regression. Given a peptide amino acid sequence and an MHC pseudo amino acid sequence, predict their binding affinity value. This is MHC class I binding data. (1) The peptide sequence is ILLLCLIFL. The MHC is HLA-A11:01 with pseudo-sequence HLA-A11:01. The binding affinity (normalized) is 0.119. (2) The peptide sequence is YERGNIIIF. The MHC is HLA-A02:01 with pseudo-sequence HLA-A02:01. The binding affinity (normalized) is 0.0847.